Dataset: Reaction yield outcomes from USPTO patents with 853,638 reactions. Task: Predict the reaction yield, written as a fraction of the theoretical maximum amount of product (1.0 means a 100% yield; for example, 0.34 means a 34% yield). (1) The reactants are [C:1]1([CH2:7][C:8](=O)[C:9]([O-:11])=[O:10])[CH:6]=[CH:5][CH:4]=[CH:3][CH:2]=1.[Na+].C1C=[N+:18]([C@@H]2O[C@H](COP(OP(OC[C@H]3O[C@@H](N4C5N=CN=C(N)C=5N=C4)[C@H](OP(O)(O)=O)[C@@H]3O)(O)=O)(O)=O)[C@@H](O)[C@H]2O)[CH:17]=C(C(N)=O)C=1.O=C[C@@H]([C@H]([C@@H]([C@@H](CO)O)O)O)O.CN.Cl.[OH-].[Na+]. No catalyst specified. The product is [CH3:17][NH:18][C@H:8]([C:9]([OH:11])=[O:10])[CH2:7][C:1]1[CH:6]=[CH:5][CH:4]=[CH:3][CH:2]=1. The yield is 0.750. (2) The reactants are [O:1]=[C:2]1[C:10]2[C:5](=[CH:6][CH:7]=[CH:8][CH:9]=2)[C:4](=[O:11])[N:3]1[CH2:12][CH2:13][CH2:14][O:15][C:16]1[CH:17]=[C:18]([CH:21]=[CH:22][CH:23]=1)[CH:19]=O.[NH:24]1[CH2:29][CH2:28][CH2:27][CH2:26][CH2:25]1. The catalyst is C(OCC)(=O)C.[Pd]. The product is [N:24]1([CH2:19][C:18]2[CH:17]=[C:16]([CH:23]=[CH:22][CH:21]=2)[O:15][CH2:14][CH2:13][CH2:12][N:3]2[C:4](=[O:11])[C:5]3[C:10](=[CH:9][CH:8]=[CH:7][CH:6]=3)[C:2]2=[O:1])[CH2:29][CH2:28][CH2:27][CH2:26][CH2:25]1. The yield is 0.640. (3) The product is [CH:3]1([C@H:8]([NH:13][C:14]([C:16]2[C:25]([NH:26][C:27]([NH:29][C:30]3[C:31]([Cl:38])=[CH:32][C:33]([Cl:37])=[CH:34][C:35]=3[Cl:36])=[O:28])=[CH:24][C:23]3[C:18](=[CH:19][CH:20]=[CH:21][CH:22]=3)[CH:17]=2)=[O:15])[C:9]([OH:11])=[O:10])[CH2:7][CH2:6][CH2:5][CH2:4]1. The yield is 0.940. The catalyst is O.C1COCC1.CO. The reactants are [Li+].[OH-].[CH:3]1([C@H:8]([NH:13][C:14]([C:16]2[C:25]([NH:26][C:27]([NH:29][C:30]3[C:35]([Cl:36])=[CH:34][C:33]([Cl:37])=[CH:32][C:31]=3[Cl:38])=[O:28])=[CH:24][C:23]3[C:18](=[CH:19][CH:20]=[CH:21][CH:22]=3)[CH:17]=2)=[O:15])[C:9]([O:11]C)=[O:10])[CH2:7][CH2:6][CH2:5][CH2:4]1.Cl.C(OCC)(=O)C. (4) The reactants are [Cl:1][C:2]1[N:3](/[N:13]=C/C2C=CC(Cl)=CC=2)[CH:4]=[C:5]([C:7]2[CH:8]=[N:9][CH:10]=[CH:11][CH:12]=2)[N:6]=1.O.NN. The catalyst is COCCO. The product is [Cl:1][C:2]1[N:3]([NH2:13])[CH:4]=[C:5]([C:7]2[CH:8]=[N:9][CH:10]=[CH:11][CH:12]=2)[N:6]=1. The yield is 0.780. (5) The reactants are [CH3:1][O:2][C:3]([C:5]1([C:8]2[CH:13]=[CH:12][C:11]([OH:14])=[CH:10][CH:9]=2)[CH2:7][CH2:6]1)=[O:4].[C:15]([O:19][C:20](=[O:23])[CH:21]=[CH2:22])([CH3:18])([CH3:17])[CH3:16]. No catalyst specified. The product is [CH3:1][O:2][C:3]([C:5]1([C:8]2[CH:9]=[CH:10][C:11]([O:14][CH2:22][CH2:21][C:20]([O:19][C:15]([CH3:18])([CH3:17])[CH3:16])=[O:23])=[CH:12][CH:13]=2)[CH2:6][CH2:7]1)=[O:4]. The yield is 0.540. (6) The reactants are OC(C1C=CC2C(=CC=CC=2)C=1)[C:3]1[CH:7]=[C:6]([C:8]2[CH:13]=[CH:12][N:11]=[CH:10][CH:9]=2)[S:5][C:4]=1[C:14]([O:16][CH2:17][CH3:18])=[O:15].FC(F)(F)C(O)=O.C([SiH](CC)CC)C. The catalyst is C(Cl)Cl. The product is [N:11]1[CH:10]=[CH:9][C:8]([C:6]2[S:5][C:4]([C:14]([O:16][CH2:17][CH3:18])=[O:15])=[CH:3][CH:7]=2)=[CH:13][CH:12]=1. The yield is 0.760. (7) The product is [NH2:19][C:16]1[CH:17]=[CH:18][C:13]([CH:12]2[N:8]([C:5]3[CH:4]=[CH:3][C:2]([F:1])=[CH:7][CH:6]=3)[CH:9]([C:22]3[CH:27]=[CH:26][C:25]([C:28]4[N:29]=[C:30]([C@@H:33]5[CH2:37][CH2:36][CH2:35][N:34]5[C:38]([O:40][C:41]([CH3:44])([CH3:43])[CH3:42])=[O:39])[NH:31][CH:32]=4)=[CH:24][CH:23]=3)[CH2:10][CH2:11]2)=[CH:14][CH:15]=1. The reactants are [F:1][C:2]1[CH:7]=[CH:6][C:5]([N:8]2[CH:12]([C:13]3[CH:18]=[CH:17][C:16]([N+:19]([O-])=O)=[CH:15][CH:14]=3)[CH2:11][CH2:10][CH:9]2[C:22]2[CH:27]=[CH:26][C:25]([C:28]3[N:29]=[C:30]([C@@H:33]4[CH2:37][CH2:36][CH2:35][N:34]4[C:38]([O:40][C:41]([CH3:44])([CH3:43])[CH3:42])=[O:39])[NH:31][CH:32]=3)=[CH:24][CH:23]=2)=[CH:4][CH:3]=1.[H][H]. The yield is 1.00. The catalyst is C(O)C.C1COCC1.[Pt](=O)=O.